From a dataset of Catalyst prediction with 721,799 reactions and 888 catalyst types from USPTO. Predict which catalyst facilitates the given reaction. (1) Reactant: [C:1]1([CH2:7][C@@H:8]([NH2:10])[CH3:9])[CH:6]=[CH:5][CH:4]=[CH:3][CH:2]=1.[Cl:11][C:12]1[CH:19]=[CH:18][C:15]([CH:16]=O)=[CH:14][CH:13]=1.[O-]S([O-])(=O)=O.[Mg+2]. Product: [Cl:11][C:12]1[CH:19]=[CH:18][C:15]([CH:16]=[N:10][CH:8]([CH3:9])[CH2:7][C:1]2[CH:6]=[CH:5][CH:4]=[CH:3][CH:2]=2)=[CH:14][CH:13]=1. The catalyst class is: 48. (2) Reactant: [CH3:1][O:2][C:3](=[O:22])[CH2:4][C@H:5]([OH:21])[C@H:6]([NH:10][C:11]([O:13][CH2:14][C:15]1[CH:20]=[CH:19][CH:18]=[CH:17][CH:16]=1)=[O:12])[CH:7]([CH3:9])[CH3:8].N1C(C)=CC=CC=1C.O([Si:39]([CH:46]([CH3:48])[CH3:47])([CH:43]([CH3:45])[CH3:44])[CH:40]([CH3:42])[CH3:41])S(C(F)(F)F)(=O)=O. Product: [CH3:1][O:2][C:3](=[O:22])[CH2:4][C@H:5]([O:21][Si:39]([CH:46]([CH3:48])[CH3:47])([CH:43]([CH3:45])[CH3:44])[CH:40]([CH3:42])[CH3:41])[C@H:6]([NH:10][C:11]([O:13][CH2:14][C:15]1[CH:16]=[CH:17][CH:18]=[CH:19][CH:20]=1)=[O:12])[CH:7]([CH3:9])[CH3:8]. The catalyst class is: 2. (3) Reactant: Br[C:2]1[CH2:16][C:5]2([CH2:8][N:7]([C:9]([O:11][C:12]([CH3:15])([CH3:14])[CH3:13])=[O:10])[CH2:6]2)[O:4][N:3]=1.[CH2:17]([C:19]1([C:25]([O:27][CH2:28][CH3:29])=[O:26])[CH2:24][CH2:23][NH:22][CH2:21][CH2:20]1)[CH3:18].C(=O)([O-])[O-].[Na+].[Na+].CN(C=O)C. Product: [CH2:28]([O:27][C:25]([C:19]1([CH2:17][CH3:18])[CH2:24][CH2:23][N:22]([C:2]2[CH2:16][C:5]3([CH2:8][N:7]([C:9]([O:11][C:12]([CH3:15])([CH3:14])[CH3:13])=[O:10])[CH2:6]3)[O:4][N:3]=2)[CH2:21][CH2:20]1)=[O:26])[CH3:29]. The catalyst class is: 6. (4) Reactant: C([SnH](CCCC)CCCC)CCC.I[CH2:15][CH2:16][OH:17].[C:18]([O:42][CH:43]1[CH2:48][C:47]([CH3:50])([CH3:49])[N:46]([OH:51])[C:45]([CH3:53])([CH3:52])[CH2:44]1)(=[O:41])[CH2:19][CH2:20][CH2:21][CH2:22][CH2:23][CH2:24][CH2:25][CH2:26][C:27]([O:29][CH:30]1[CH2:35][C:34]([CH3:37])([CH3:36])[N:33]([OH:38])[C:32]([CH3:40])([CH3:39])[CH2:31]1)=[O:28].CCCCCCC.CCCCCCC.[C:68](OCC)(=[O:70])[CH3:69]. Product: [OH:17][CH2:16][CH2:15][O:38][N:33]1[C:32]([CH3:39])([CH3:40])[CH2:31][CH:30]([O:29][C:27](=[O:28])[CH2:26][CH2:25][CH2:24][CH2:23][CH2:22][CH2:21][CH2:20][CH2:19][C:18]([O:42][CH:43]2[CH2:44][C:45]([CH3:53])([CH3:52])[N:46]([O:51][CH2:69][CH2:68][OH:70])[C:47]([CH3:50])([CH3:49])[CH2:48]2)=[O:41])[CH2:35][C:34]1([CH3:36])[CH3:37]. The catalyst class is: 159. (5) Reactant: [C:1]([C:4]1[C:22](=[O:23])[C@@:8]2([CH3:24])[C:9]3[C:15]([OH:16])=[CH:14][C:13]([O:17][CH3:18])=[C:12]([C:19]([NH2:21])=[O:20])[C:10]=3[O:11][C:7]2=[CH:6][C:5]=1[OH:25])(=[O:3])[CH3:2].[Cl:26][C:27]1[CH:45]=[C:44]([Cl:46])[CH:43]=[CH:42][C:28]=1[C:29]([NH:31][C:32]1[CH:39]=[C:38]([CH3:40])[C:35]([CH:36]=O)=[C:34]([CH3:41])[CH:33]=1)=[O:30].C([SiH](CC)CC)C.FC(F)(F)C(O)=O. Product: [C:1]([C:4]1[C:22](=[O:23])[C@@:8]2([CH3:24])[C:9]3[C:15]([OH:16])=[CH:14][C:13]([O:17][CH3:18])=[C:12]([C:19]([NH:21][CH2:36][C:35]4[C:38]([CH3:40])=[CH:39][C:32]([NH:31][C:29](=[O:30])[C:28]5[CH:42]=[CH:43][C:44]([Cl:46])=[CH:45][C:27]=5[Cl:26])=[CH:33][C:34]=4[CH3:41])=[O:20])[C:10]=3[O:11][C:7]2=[CH:6][C:5]=1[OH:25])(=[O:3])[CH3:2]. The catalyst class is: 10. (6) Reactant: [CH2:1]([C:8]([NH:10][C@@H:11]([CH3:14])[CH2:12][OH:13])=[O:9])[C:2]1[CH:7]=[CH:6][CH:5]=[CH:4][CH:3]=1.CC(OI1(OC(C)=O)(OC(C)=O)OC(=O)C2C=CC=CC1=2)=O. Product: [CH2:1]([C:8]([NH:10][C@@H:11]([CH3:14])[CH:12]=[O:13])=[O:9])[C:2]1[CH:7]=[CH:6][CH:5]=[CH:4][CH:3]=1. The catalyst class is: 2. (7) Reactant: [I:1][C:2]1[C:10]2[C:5](=[CH:6][CH:7]=[C:8]([C:11]3[S:12][C:13](S(C)=O)=[N:14][N:15]=3)[CH:9]=2)[N:4]([S:19]([C:22]2[CH:28]=[CH:27][C:25]([CH3:26])=[CH:24][CH:23]=2)(=[O:21])=[O:20])[CH:3]=1.[CH3:29][O:30][C:31]1[CH:38]=[CH:37][C:34]([CH2:35][NH2:36])=[CH:33][CH:32]=1. Product: [I:1][C:2]1[C:10]2[C:5](=[CH:6][CH:7]=[C:8]([C:11]3[S:12][C:13]([NH:36][CH2:35][C:34]4[CH:37]=[CH:38][C:31]([O:30][CH3:29])=[CH:32][CH:33]=4)=[N:14][N:15]=3)[CH:9]=2)[N:4]([S:19]([C:22]2[CH:23]=[CH:24][C:25]([CH3:26])=[CH:27][CH:28]=2)(=[O:21])=[O:20])[CH:3]=1. The catalyst class is: 12. (8) Reactant: [Br:1][C:2]1[CH:3]=[C:4]2[C:9](=[CH:10][CH:11]=1)[N:8]=[N:7][CH:6]=[C:5]2Cl.[NH2:13][C:14]1[CH:19]=[CH:18][CH:17]=[CH:16][CH:15]=1. Product: [Br:1][C:2]1[CH:3]=[C:4]2[C:9](=[CH:10][CH:11]=1)[N:8]=[N:7][CH:6]=[C:5]2[NH:13][C:14]1[CH:19]=[CH:18][CH:17]=[CH:16][CH:15]=1. The catalyst class is: 5. (9) Reactant: [O:1]=[C:2]1[CH:7]=[C:6]([C:8]([O:10]C)=[O:9])[CH:5]=[CH:4][N:3]1[C@@H:12]([C:14]1[CH:19]=[CH:18][CH:17]=[CH:16][CH:15]=1)[CH3:13].O.[OH-].[Li+].O.CO. Product: [O:1]=[C:2]1[CH:7]=[C:6]([C:8]([OH:10])=[O:9])[CH:5]=[CH:4][N:3]1[C@@H:12]([C:14]1[CH:19]=[CH:18][CH:17]=[CH:16][CH:15]=1)[CH3:13]. The catalyst class is: 7. (10) The catalyst class is: 3. Reactant: [C:1](OC(=O)C)(=[O:3])[CH3:2].[CH3:8][O:9][C:10]1[CH:58]=[CH:57][C:13]([CH2:14][N:15]([CH2:48][C:49]2[CH:54]=[CH:53][C:52]([O:55][CH3:56])=[CH:51][CH:50]=2)[C:16]2[N:21]=[C:20]([CH3:22])[N:19]=[C:18]([C:23]3[C:24]([NH:40][C:41]4[CH:42]=[CH:43][C:44]([NH2:47])=[N:45][CH:46]=4)=[N:25][CH:26]=[C:27]([CH2:29][N:30]4[CH2:35][CH2:34][N:33]([S:36]([CH3:39])(=[O:38])=[O:37])[CH2:32][CH2:31]4)[CH:28]=3)[N:17]=2)=[CH:12][CH:11]=1.N1C=CC=CC=1.O. Product: [CH3:56][O:55][C:52]1[CH:51]=[CH:50][C:49]([CH2:48][N:15]([CH2:14][C:13]2[CH:12]=[CH:11][C:10]([O:9][CH3:8])=[CH:58][CH:57]=2)[C:16]2[N:21]=[C:20]([CH3:22])[N:19]=[C:18]([C:23]3[C:24]([NH:40][C:41]4[CH:42]=[CH:43][C:44]([NH:47][C:1](=[O:3])[CH3:2])=[N:45][CH:46]=4)=[N:25][CH:26]=[C:27]([CH2:29][N:30]4[CH2:31][CH2:32][N:33]([S:36]([CH3:39])(=[O:38])=[O:37])[CH2:34][CH2:35]4)[CH:28]=3)[N:17]=2)=[CH:54][CH:53]=1.